Dataset: Reaction yield outcomes from USPTO patents with 853,638 reactions. Task: Predict the reaction yield, written as a fraction of the theoretical maximum amount of product (1.0 means a 100% yield; for example, 0.34 means a 34% yield). (1) The reactants are [CH3:1][O:2][C:3]([C:5]1[C:10]([F:11])=[CH:9][C:8](F)=[CH:7][N:6]=1)=[O:4].[CH3:13][N:14]1[CH:18]=[CH:17][C:16]([NH:19][C:20]([C:22]2[CH:32]=[C:31]([OH:33])[C:25]3[CH2:26][C:27]([CH3:30])([CH3:29])[O:28][C:24]=3[CH:23]=2)=[O:21])=[N:15]1.C([O-])([O-])=O.[Cs+].[Cs+]. The catalyst is CN(C=O)C. The product is [CH3:1][O:2][C:3]([C:5]1[C:10]([F:11])=[CH:9][C:8]([O:33][C:31]2[C:25]3[CH2:26][C:27]([CH3:29])([CH3:30])[O:28][C:24]=3[CH:23]=[C:22]([C:20](=[O:21])[NH:19][C:16]3[CH:17]=[CH:18][N:14]([CH3:13])[N:15]=3)[CH:32]=2)=[CH:7][N:6]=1)=[O:4]. The yield is 0.570. (2) The reactants are [NH2:1][C:2]1[CH:7]=[CH:6][C:5]([C:8]2[C:9]([NH2:24])=[N:10][C:11]([NH2:23])=[N:12][C:13]=2[CH2:14][O:15][CH2:16][CH:17]2[CH2:22][CH2:21][CH2:20][CH2:19][O:18]2)=[CH:4][CH:3]=1.[Cl:25][C:26]1[CH:33]=[CH:32][C:29]([CH:30]=O)=[CH:28][CH:27]=1.C(O)(=O)C.[BH3-]C#N.[Na+].C([O-])(O)=O.[Na+]. The catalyst is CO. The product is [Cl:25][C:26]1[CH:33]=[CH:32][C:29]([CH2:30][NH:1][C:2]2[CH:7]=[CH:6][C:5]([C:8]3[C:9]([NH2:24])=[N:10][C:11]([NH2:23])=[N:12][C:13]=3[CH2:14][O:15][CH2:16][CH:17]3[CH2:22][CH2:21][CH2:20][CH2:19][O:18]3)=[CH:4][CH:3]=2)=[CH:28][CH:27]=1. The yield is 0.350. (3) The reactants are [I:1][C:2]1[CH:3]=[CH:4][CH:5]=[C:6]2[C:11]=1[NH:10][CH:9]=[C:8](C(O)=O)[C:7]2=[O:15]. The catalyst is C1(OC2C=CC=CC=2)C=CC=CC=1. The product is [I:1][C:2]1[CH:3]=[CH:4][CH:5]=[C:6]2[C:11]=1[NH:10][CH:9]=[CH:8][C:7]2=[O:15]. The yield is 0.230. (4) The product is [F:1][C:2]1[CH:3]=[CH:4][C:5]2[O:9][C:8]([C:10]3[C:19]([N:20]4[CH2:25][CH2:24][CH2:23][CH2:22][C@@H:21]4[CH3:26])=[N:18][C:17]4[C:12](=[CH:13][CH:14]=[C:15]([C:27]([OH:29])=[O:28])[CH:16]=4)[N:11]=3)=[CH:7][C:6]=2[CH:31]=1. The reactants are [F:1][C:2]1[CH:3]=[CH:4][C:5]2[O:9][C:8]([C:10]3[C:19]([N:20]4[CH2:25][CH2:24][CH2:23][CH2:22][C@@H:21]4[CH3:26])=[N:18][C:17]4[C:12](=[CH:13][CH:14]=[C:15]([C:27]([O:29]C)=[O:28])[CH:16]=4)[N:11]=3)=[CH:7][C:6]=2[CH:31]=1.[OH-].[Na+].O. The yield is 0.970. The catalyst is CO. (5) The reactants are C([O-])(=O)C.[K+].[B:15]1([B:15]2[O:19][C:18]([CH3:21])([CH3:20])[C:17]([CH3:23])([CH3:22])[O:16]2)[O:19][C:18]([CH3:21])([CH3:20])[C:17]([CH3:23])([CH3:22])[O:16]1.[F:24][C:25]1[CH:57]=[N:56][C:28]2[N:29]([C:49]3[CH:54]=[CH:53][CH:52]=[C:51](I)[CH:50]=3)[C:30](=[O:48])[N:31]([CH:34]3[CH2:39][CH2:38][CH:37]([NH:40][C:41](=[O:47])[O:42][C:43]([CH3:46])([CH3:45])[CH3:44])[CH2:36][CH2:35]3)[C:32](=[O:33])[C:27]=2[CH:26]=1. The catalyst is CS(C)=O.C1(P(C2C=CC=CC=2)[C-]2C=CC=C2)C=CC=CC=1.[C-]1(P(C2C=CC=CC=2)C2C=CC=CC=2)C=CC=C1.[Fe+2]. The product is [F:24][C:25]1[CH:57]=[N:56][C:28]2[N:29]([C:49]3[CH:50]=[CH:51][CH:52]=[C:53]([B:15]4[O:16][C:17]([CH3:22])([CH3:23])[C:18]([CH3:20])([CH3:21])[O:19]4)[CH:54]=3)[C:30](=[O:48])[N:31]([C@@H:34]3[CH2:35][CH2:36][C@H:37]([NH:40][C:41](=[O:47])[O:42][C:43]([CH3:46])([CH3:45])[CH3:44])[CH2:38][CH2:39]3)[C:32](=[O:33])[C:27]=2[CH:26]=1. The yield is 0.300. (6) The catalyst is CC#N.CCN(CC)CC. The reactants are C([Si](CC)(CC)[O:4][C@H:5]1[CH2:10][C@H:9]([O:11][Si](CC)(CC)CC)[CH2:8]/[C:7](=[CH:19]/[CH:20]=[C:21]2\[CH2:22][CH2:23][CH2:24][C@@:25]3([CH3:41])[C@H:29]\2[CH2:28][CH2:27][C@@H:26]3[C@@:30]2([CH3:40])[O:34][CH2:33][C@H:32]([CH2:35][C:36]([CH3:39])([OH:38])[CH3:37])[CH2:31]2)/[C:6]1=[CH2:42])C. The product is [OH:38][C:36]([CH3:39])([CH3:37])[CH2:35][C@@H:32]1[CH2:33][O:34][C@@:30]([C@@H:26]2[C@:25]3([CH3:41])[C@H:29](/[C:21](=[CH:20]/[CH:19]=[C:7]4\[C:6](=[CH2:42])[C@@H:5]([OH:4])[CH2:10][C@H:9]([OH:11])[CH2:8]\4)/[CH2:22][CH2:23][CH2:24]3)[CH2:28][CH2:27]2)([CH3:40])[CH2:31]1. The yield is 0.880. (7) The reactants are [CH3:1][C@@H:2]1[N:6]([C:7]([O:9][C:10]([CH3:13])([CH3:12])[CH3:11])=[O:8])[C@H:5]([C:14]([O:16][CH2:17][C:18]([C:20]2[CH:21]=[CH:22][C:23]3[C:32]4[CH:31]=[C:30]5[CH2:33][CH2:34][CH:35](Br)[C:36](=[O:37])[C:29]5=[CH:28][C:27]=4[O:26][CH2:25][C:24]=3[CH:39]=2)=[O:19])=[O:15])[CH2:4][CH2:3]1.[C:40]([O:44][C:45]([N:47]1[C@@H:51]([CH3:52])[CH2:50][CH2:49][C@H:48]1[C:53]([OH:55])=[O:54])=[O:46])([CH3:43])([CH3:42])[CH3:41].C([O-])([O-])=O.[Cs+].[Cs+]. The catalyst is CC(C)=O.C(Cl)Cl. The product is [CH3:1][C@@H:2]1[N:6]([C:7]([O:9][C:10]([CH3:13])([CH3:12])[CH3:11])=[O:8])[C@H:5]([C:14]([O:16][CH2:17][C:18]([C:20]2[CH:21]=[CH:22][C:23]3[C:32]4[CH:31]=[C:30]5[CH2:33][CH2:34][CH:35]([O:55][C:53]([C@@H:48]6[CH2:49][CH2:50][C@H:51]([CH3:52])[N:47]6[C:45]([O:44][C:40]([CH3:41])([CH3:43])[CH3:42])=[O:46])=[O:54])[C:36](=[O:37])[C:29]5=[CH:28][C:27]=4[O:26][CH2:25][C:24]=3[CH:39]=2)=[O:19])=[O:15])[CH2:4][CH2:3]1. The yield is 0.530.